Dataset: Catalyst prediction with 721,799 reactions and 888 catalyst types from USPTO. Task: Predict which catalyst facilitates the given reaction. (1) Reactant: [CH3:1][N:2]1[CH2:7][CH2:6][CH2:5][C:4]2([NH:12][C:11](=[O:13])[C:10]3[CH:14]=[C:15](/[CH:18]=[CH:19]/[C:20](O)=[O:21])[CH:16]=[CH:17][C:9]=3[O:8]2)[CH2:3]1.C(Cl)CCl.C1C=CC2N(O)N=NC=2C=1.[NH2:37][O:38][CH:39]1[CH2:44][CH2:43][CH2:42][CH2:41][O:40]1. Product: [CH3:1][N:2]1[CH2:7][CH2:6][CH2:5][C:4]2([NH:12][C:11](=[O:13])[C:10]3[CH:14]=[C:15](/[CH:18]=[CH:19]/[C:20]([NH:37][O:38][CH:39]4[CH2:44][CH2:43][CH2:42][CH2:41][O:40]4)=[O:21])[CH:16]=[CH:17][C:9]=3[O:8]2)[CH2:3]1. The catalyst class is: 2. (2) Reactant: [CH3:1][N:2]1[CH2:8][CH2:7][C:6]2[CH:9]=[C:10]([N:13]3[C:17](=[O:18])[CH2:16][C@@H:15]([NH:19]C(=O)OCC4C=CC=CC=4)[CH2:14]3)[CH:11]=[CH:12][C:5]=2[CH2:4][CH2:3]1.[H][H]. Product: [NH2:19][C@H:15]1[CH2:14][N:13]([C:10]2[CH:11]=[CH:12][C:5]3[CH2:4][CH2:3][N:2]([CH3:1])[CH2:8][CH2:7][C:6]=3[CH:9]=2)[C:17](=[O:18])[CH2:16]1. The catalyst class is: 403.